The task is: Predict the reactants needed to synthesize the given product.. This data is from Full USPTO retrosynthesis dataset with 1.9M reactions from patents (1976-2016). (1) Given the product [Cl:1][C:2]1[CH:7]=[CH:6][C:5]([C:8]2[CH:9]=[CH:10][C:11]([NH:14][C:15](=[O:26])/[CH:16]=[CH:17]/[C:18]3[CH:19]=[CH:20][C:21]([CH2:24][NH:31][CH:30]4[CH2:33][CH2:29]4)=[CH:22][CH:23]=3)=[CH:12][CH:13]=2)=[CH:4][CH:3]=1, predict the reactants needed to synthesize it. The reactants are: [Cl:1][C:2]1[CH:7]=[CH:6][C:5]([C:8]2[CH:13]=[CH:12][C:11]([NH:14][C:15](=[O:26])/[CH:16]=[CH:17]/[C:18]3[CH:23]=[CH:22][C:21]([CH2:24]Cl)=[CH:20][CH:19]=3)=[CH:10][CH:9]=2)=[CH:4][CH:3]=1.CO[CH2:29][CH2:30][NH:31]C.[C:33](=O)([O-])[O-].[K+].[K+]. (2) Given the product [CH3:18][C:15]1[C:14]2[CH:19]=[CH:20][C:11]([N:7]3[CH2:6][C@H:5]([CH2:4][N:1]4[CH:22]=[CH:21][N:3]=[N:2]4)[O:9][C:8]3=[O:10])=[CH:12][C:13]=2[O:17][N:16]=1, predict the reactants needed to synthesize it. The reactants are: [N:1]([CH2:4][C@@H:5]1[O:9][C:8](=[O:10])[N:7]([C:11]2[CH:20]=[CH:19][C:14]3[C:15]([CH3:18])=[N:16][O:17][C:13]=3[CH:12]=2)[CH2:6]1)=[N+:2]=[N-:3].[CH:21]12CC(C=C1)C=[CH:22]2.O.C(Cl)Cl. (3) The reactants are: Cl.[CH3:2][O:3][C:4]([C:6]1[N:7]([C:20]2[CH:25]=[CH:24][CH:23]=[CH:22][CH:21]=2)[C:8]2[C:13]([C:14](=[O:18])[C:15]=1[CH2:16][NH2:17])=[CH:12][CH:11]=[C:10]([Cl:19])[CH:9]=2)=[O:5].[C:26](Cl)(=[O:33])[C:27]1[CH:32]=[CH:31][N:30]=[CH:29][CH:28]=1. Given the product [CH3:2][O:3][C:4]([C:6]1[N:7]([C:20]2[CH:25]=[CH:24][CH:23]=[CH:22][CH:21]=2)[C:8]2[C:13]([C:14](=[O:18])[C:15]=1[CH2:16][NH:17][C:26]([C:27]1[CH:32]=[CH:31][N:30]=[CH:29][CH:28]=1)=[O:33])=[CH:12][CH:11]=[C:10]([Cl:19])[CH:9]=2)=[O:5], predict the reactants needed to synthesize it. (4) Given the product [CH3:27][C:26]([CH3:29])([CH3:28])[C@H:21]([NH:20][C:18]([N:11]1[C:12]2[CH2:17][CH2:16][NH:15][CH2:14][C:13]=2[C:9]([C:4]2[CH:5]=[CH:6][C:7]([F:8])=[CH:2][CH:3]=2)=[N:10]1)=[O:19])[C:22]([NH:24][CH3:25])=[O:23], predict the reactants needed to synthesize it. The reactants are: F[C:2]1[CH:3]=[C:4]([C:9]2[C:13]3[CH2:14][NH:15][CH2:16][CH2:17][C:12]=3[N:11]([C:18]([NH:20][C@@H:21]([C:26]([CH3:29])([CH3:28])[CH3:27])[C:22]([NH:24][CH3:25])=[O:23])=[O:19])[N:10]=2)[CH:5]=[CH:6][C:7]=1[F:8].FC1C=CC(C(Cl)=O)=CC=1.FC1C=C(C2C3CN(C(OC(C)(C)C)=O)CCC=3NN=2)C=CC=1F. (5) Given the product [Br:1][C:2]1[C:3]([CH2:4][OH:5])=[C:6]([N:10]2[CH2:19][CH2:18][C:17]3[C:12](=[CH:13][CH:14]=[C:15]([C:20]([OH:23])([CH3:21])[CH3:22])[CH:16]=3)[C:11]2=[O:24])[CH:7]=[CH:8][CH:9]=1, predict the reactants needed to synthesize it. The reactants are: [Br:1][C:2]1[CH:9]=[CH:8][CH:7]=[C:6]([N:10]2[CH2:19][CH2:18][C:17]3[C:12](=[CH:13][CH:14]=[C:15]([C:20]([OH:23])([CH3:22])[CH3:21])[CH:16]=3)[C:11]2=[O:24])[C:3]=1[CH:4]=[O:5].C([BH-](CC)CC)C.[Li+].C([O-])(O)=O.[Na+].O. (6) Given the product [CH3:7][C:8]1([CH3:32])[CH2:17][CH2:16][C:15]([CH3:18])([CH3:19])[C:14]2[CH:13]=[C:12]([C:20]([O:22][CH2:23][CH2:24][C:25]3[CH:26]=[CH:27][C:28]([NH:31][C:2]([NH:1][CH2:4][CH2:5][CH3:6])=[O:3])=[CH:29][CH:30]=3)=[O:21])[CH:11]=[CH:10][C:9]1=2, predict the reactants needed to synthesize it. The reactants are: [N:1]([CH2:4][CH2:5][CH3:6])=[C:2]=[O:3].[CH3:7][C:8]1([CH3:32])[CH2:17][CH2:16][C:15]([CH3:19])([CH3:18])[C:14]2[CH:13]=[C:12]([C:20]([O:22][CH2:23][CH2:24][C:25]3[CH:30]=[CH:29][C:28]([NH2:31])=[CH:27][CH:26]=3)=[O:21])[CH:11]=[CH:10][C:9]1=2. (7) The reactants are: [Br:1][C:2]1[N:7]=[C:6](Cl)[C:5]2[N:9]=[CH:10][NH:11][C:4]=2[CH:3]=1.[CH3:12][C@@H:13]1[CH2:18][O:17][CH2:16][CH2:15][NH:14]1. Given the product [Br:1][C:2]1[N:7]=[C:6]([N:14]2[CH2:15][CH2:16][O:17][CH2:18][C@H:13]2[CH3:12])[C:5]2[N:9]=[CH:10][NH:11][C:4]=2[CH:3]=1, predict the reactants needed to synthesize it. (8) Given the product [Br:1][C:2]1[C:13]([CH3:14])=[CH:12][C:5]([O:6][CH2:7][CH2:8][CH:9]([OH:11])[CH3:10])=[CH:4][C:3]=1[CH3:15], predict the reactants needed to synthesize it. The reactants are: [Br:1][C:2]1[C:13]([CH3:14])=[CH:12][C:5]([O:6][CH2:7][CH2:8][C:9](=[O:11])[CH3:10])=[CH:4][C:3]=1[CH3:15].[BH4-].[Na+]. (9) The reactants are: [CH2:1]([CH:4]1[C:13]2[C:8](=[CH:9][CH:10]=[C:11]([C:14]3[N:19]4[N:20]=[C:21]([C:23]5[CH:28]=[CH:27][CH:26]=[C:25](Br)[CH:24]=5)[CH:22]=[C:18]4[N:17]=[C:16]([CH3:30])[C:15]=3[C@H:31]([O:36][C:37]([CH3:40])([CH3:39])[CH3:38])[C:32]([O:34][CH3:35])=[O:33])[CH:12]=2)[O:7][CH2:6][CH2:5]1)[CH:2]=[CH2:3].[OH:41][C:42]1[CH:47]=[CH:46][CH:45]=[CH:44][C:43]=1B(O)O.C([O-])([O-])=O.[Na+].[Na+]. Given the product [CH2:1]([CH:4]1[C:13]2[C:8](=[CH:9][CH:10]=[C:11]([C:14]3[N:19]4[N:20]=[C:21]([C:23]5[CH:24]=[C:25]([C:43]6[CH:44]=[CH:45][CH:46]=[CH:47][C:42]=6[OH:41])[CH:26]=[CH:27][CH:28]=5)[CH:22]=[C:18]4[N:17]=[C:16]([CH3:30])[C:15]=3[C@H:31]([O:36][C:37]([CH3:40])([CH3:39])[CH3:38])[C:32]([O:34][CH3:35])=[O:33])[CH:12]=2)[O:7][CH2:6][CH2:5]1)[CH:2]=[CH2:3], predict the reactants needed to synthesize it. (10) Given the product [CH:1]1(/[C:4](/[C:21]2[CH:26]=[CH:25][CH:24]=[CH:23][CH:22]=2)=[C:5](/[C:11]2[CH:16]=[CH:15][C:14]([O:17][CH2:18][O:19][CH3:20])=[CH:13][CH:12]=2)\[C:6]([OH:8])=[O:7])[CH2:3][CH2:2]1, predict the reactants needed to synthesize it. The reactants are: [CH:1]1(/[C:4](/[C:21]2[CH:26]=[CH:25][CH:24]=[CH:23][CH:22]=2)=[C:5](/[C:11]2[CH:16]=[CH:15][C:14]([O:17][CH2:18][O:19][CH3:20])=[CH:13][CH:12]=2)\[C:6]([O:8]CC)=[O:7])[CH2:3][CH2:2]1.[OH-].[Na+].Cl.